Task: Predict the reaction yield, written as a fraction of the theoretical maximum amount of product (1.0 means a 100% yield; for example, 0.34 means a 34% yield).. Dataset: Reaction yield outcomes from USPTO patents with 853,638 reactions (1) The reactants are [CH3:1][N:2]1[C:7](=[O:8])[C:6]([NH:9][C:10]2[CH:15]=[CH:14][C:13]([N:16]3[CH2:21][CH2:20][N:19]([CH3:22])[CH2:18][CH2:17]3)=[CH:12][N:11]=2)=[CH:5][C:4]([C:23]2[CH:30]=[N:29][CH:28]=[C:27]([N:31]3[CH2:43][CH2:42][N:34]4[C:35]5[CH2:36][CH2:37][CH2:38][CH2:39][C:40]=5[CH:41]=[C:33]4[C:32]3=[O:44])[C:24]=2[CH:25]=[O:26])=[CH:3]1.[BH4-].[Na+]. The catalyst is CO. The product is [OH:26][CH2:25][C:24]1[C:23]([C:4]2[CH:5]=[C:6]([NH:9][C:10]3[CH:15]=[CH:14][C:13]([N:16]4[CH2:17][CH2:18][N:19]([CH3:22])[CH2:20][CH2:21]4)=[CH:12][N:11]=3)[C:7](=[O:8])[N:2]([CH3:1])[CH:3]=2)=[CH:30][N:29]=[CH:28][C:27]=1[N:31]1[CH2:43][CH2:42][N:34]2[C:35]3[CH2:36][CH2:37][CH2:38][CH2:39][C:40]=3[CH:41]=[C:33]2[C:32]1=[O:44]. The yield is 0.200. (2) The reactants are [CH2:1]([CH:4]([CH2:7][CH2:8][CH2:9][CH2:10][CH3:11])[CH2:5][OH:6])[CH2:2][CH3:3].[F:12][C:13]([F:26])([F:25])[S:14](O[S:14]([C:13]([F:26])([F:25])[F:12])(=[O:16])=[O:15])(=[O:16])=[O:15].C([O-])(O)=O.[Na+]. The catalyst is C(Cl)Cl. The product is [O:6]([CH2:5][CH:4]([CH2:1][CH2:2][CH3:3])[CH2:7][CH2:8][CH2:9][CH2:10][CH3:11])[S:14]([C:13]([F:26])([F:25])[F:12])(=[O:16])=[O:15]. The yield is 0.941. (3) The reactants are [F:1][C:2]1[CH:3]=[C:4]([CH:30]=[C:31]([F:33])[CH:32]=1)[CH2:5][C@H:6]([NH:22][C:23](=O)[O:24]C(C)(C)C)[C@H:7]([OH:21])[CH2:8][NH:9][CH:10]1[C:19]2[C:14](=[CH:15][CH:16]=[C:17]([I:20])[CH:18]=2)[O:13][CH2:12][CH2:11]1.[CH3:34]CN(CC)CC.C(C1NC=CN=1)(=O)C. The catalyst is C(O)(C(F)(F)F)=O.C(Cl)Cl.C(Cl)Cl. The product is [F:1][C:2]1[CH:3]=[C:4]([CH:30]=[C:31]([F:33])[CH:32]=1)[CH2:5][C@H:6]([NH:22][C:23](=[O:24])[CH3:34])[C@H:7]([OH:21])[CH2:8][NH:9][CH:10]1[C:19]2[C:14](=[CH:15][CH:16]=[C:17]([I:20])[CH:18]=2)[O:13][CH2:12][CH2:11]1. The yield is 0.920. (4) The reactants are Br[C:2]1[CH:3]=[CH:4][C:5]([N+:8]([O-:10])=[O:9])=[N:6][CH:7]=1.[CH3:11][C@H:12]1[CH2:17][NH:16][CH2:15][CH2:14][N:13]1[C:18]([O:20][C:21]([CH3:24])([CH3:23])[CH3:22])=[O:19]. The catalyst is CS(C)=O.[I-].C([N+](CCCC)(CCCC)CCCC)CCC. The product is [CH3:11][C@H:12]1[CH2:17][N:16]([C:2]2[CH:7]=[N:6][C:5]([N+:8]([O-:10])=[O:9])=[CH:4][CH:3]=2)[CH2:15][CH2:14][N:13]1[C:18]([O:20][C:21]([CH3:22])([CH3:24])[CH3:23])=[O:19]. The yield is 0.763.